Dataset: Catalyst prediction with 721,799 reactions and 888 catalyst types from USPTO. Task: Predict which catalyst facilitates the given reaction. Reactant: [CH3:1][O:2][C:3]1[CH:8]=[CH:7][C:6]([NH:9][C:10]2[N:11]=[N:12][C:13]([CH:16]([NH:18][C:19]([CH:21]3[CH2:26][CH2:25][CH2:24][CH2:23][CH2:22]3)=O)[CH3:17])=[CH:14][N:15]=2)=[CH:5][CH:4]=1.P(Cl)(Cl)(Cl)=O. Product: [CH:21]1([C:19]2[N:12]3[C:13]([CH:14]=[N:15][C:10]([NH:9][C:6]4[CH:7]=[CH:8][C:3]([O:2][CH3:1])=[CH:4][CH:5]=4)=[N:11]3)=[C:16]([CH3:17])[N:18]=2)[CH2:26][CH2:25][CH2:24][CH2:23][CH2:22]1. The catalyst class is: 26.